From a dataset of Reaction yield outcomes from USPTO patents with 853,638 reactions. Predict the reaction yield, written as a fraction of the theoretical maximum amount of product (1.0 means a 100% yield; for example, 0.34 means a 34% yield). (1) The reactants are [CH3:1][NH:2][CH2:3][CH2:4][CH:5]([O:12][C:13]1[CH:14]=[CH:15][C:16]([C:19]([F:22])([F:21])[F:20])=[CH:17][CH:18]=1)[C:6]1[CH:7]=[CH:8][CH:9]=[CH:10][CH:11]=1.[ClH:23].[C:24]([OH:32])(=[O:31])[C:25]1[CH:30]=[CH:29][CH:28]=[CH:27][CH:26]=1. The catalyst is C(#N)C. The product is [CH3:1][NH:2][CH2:3][CH2:4][CH:5]([O:12][C:13]1[CH:18]=[CH:17][C:16]([C:19]([F:20])([F:22])[F:21])=[CH:15][CH:14]=1)[C:6]1[CH:7]=[CH:8][CH:9]=[CH:10][CH:11]=1.[ClH:23].[C:24]([OH:32])(=[O:31])[C:25]1[CH:30]=[CH:29][CH:28]=[CH:27][CH:26]=1. The yield is 0.800. (2) The reactants are C[Al](C)C.[F:5][C:6]([F:10])([F:9])[CH2:7][NH2:8].C[O:12][C:13](=O)[C:14]1[CH:19]=[CH:18][C:17]([O:20][CH2:21][C:22]2[C:23]([C:28]3[CH:33]=[CH:32][C:31]([Cl:34])=[CH:30][CH:29]=3)=[N:24][O:25][C:26]=2[CH3:27])=[N:16][CH:15]=1.O. The catalyst is O1CCOCC1. The product is [Cl:34][C:31]1[CH:30]=[CH:29][C:28]([C:23]2[C:22]([CH2:21][O:20][C:17]3[CH:18]=[CH:19][C:14]([C:13]([NH:8][CH2:7][C:6]([F:10])([F:9])[F:5])=[O:12])=[CH:15][N:16]=3)=[C:26]([CH3:27])[O:25][N:24]=2)=[CH:33][CH:32]=1. The yield is 0.770. (3) The reactants are [Cl:1][C:2]1[CH:7]=[CH:6][C:5]([N:8]2[C:16]([C:17]#[N:18])=[C:15]3[C:10]([CH:11]=[C:12]([N+:22]([O-:24])=[O:23])[C:13]([CH:19]4[CH2:21][CH2:20]4)=[CH:14]3)=[N+:9]2[O-])=[CH:4][CH:3]=1.P(Cl)(Cl)Cl. The catalyst is C(Cl)(Cl)Cl. The yield is 0.920. The product is [Cl:1][C:2]1[CH:7]=[CH:6][C:5]([N:8]2[C:16]([C:17]#[N:18])=[C:15]3[C:10]([CH:11]=[C:12]([N+:22]([O-:24])=[O:23])[C:13]([CH:19]4[CH2:21][CH2:20]4)=[CH:14]3)=[N:9]2)=[CH:4][CH:3]=1. (4) The reactants are [Br:1][C:2]1[C:6]2[CH:7]=[C:8]([CH2:11]Br)[CH:9]=[CH:10][C:5]=2[S:4][CH:3]=1.[OH:13][C:14]1[N:19]=[CH:18][C:17]([CH:20]([C:27]#[C:28][CH3:29])[CH2:21][C:22]([O:24][CH2:25][CH3:26])=[O:23])=[CH:16][CH:15]=1. The catalyst is C1(C)C=CC=CC=1. The product is [Br:1][C:2]1[C:6]2[CH:7]=[C:8]([CH2:11][O:13][C:14]3[N:19]=[CH:18][C:17]([CH:20]([C:27]#[C:28][CH3:29])[CH2:21][C:22]([O:24][CH2:25][CH3:26])=[O:23])=[CH:16][CH:15]=3)[CH:9]=[CH:10][C:5]=2[S:4][CH:3]=1. The yield is 0.580.